From a dataset of Full USPTO retrosynthesis dataset with 1.9M reactions from patents (1976-2016). Predict the reactants needed to synthesize the given product. Given the product [OH:8][CH:9]1[C:17]2[C:12](=[C:13]([C:18]3[S:22][C:21]([C:23]4[CH:24]=[CH:25][C:26]([O:31][CH:32]([CH3:34])[CH3:33])=[C:27]([CH:30]=4)[C:28]#[N:29])=[CH:20][CH:19]=3)[CH:14]=[CH:15][CH:16]=2)[CH2:11][CH2:10]1, predict the reactants needed to synthesize it. The reactants are: [Si]([O:8][CH:9]1[C:17]2[C:12](=[C:13]([C:18]3[S:22][C:21]([C:23]4[CH:24]=[CH:25][C:26]([O:31][CH:32]([CH3:34])[CH3:33])=[C:27]([CH:30]=4)[C:28]#[N:29])=[CH:20][CH:19]=3)[CH:14]=[CH:15][CH:16]=2)[CH2:11][CH2:10]1)(C(C)(C)C)(C)C.Cl.